This data is from Full USPTO retrosynthesis dataset with 1.9M reactions from patents (1976-2016). The task is: Predict the reactants needed to synthesize the given product. (1) Given the product [CH2:2]([NH:9][C:10]1[CH:15]=[C:14]([O:21][CH3:20])[CH:13]=[CH:12][C:11]=1[N+:17]([O-:19])=[O:18])[C:3]1[CH:8]=[CH:7][CH:6]=[CH:5][CH:4]=1, predict the reactants needed to synthesize it. The reactants are: [Na].[CH2:2]([NH:9][C:10]1[CH:15]=[C:14](Cl)[CH:13]=[CH:12][C:11]=1[N+:17]([O-:19])=[O:18])[C:3]1[CH:8]=[CH:7][CH:6]=[CH:5][CH:4]=1.[CH3:20][OH:21]. (2) Given the product [N:12]1([C:10]([N:1]2[CH2:5][CH2:6][O:24][CH2:23][CH2:22]2)=[NH:11])[C:16]2[CH:17]=[CH:18][CH:19]=[CH:20][C:15]=2[N:14]=[N:13]1, predict the reactants needed to synthesize it. The reactants are: [N:1]1([C:10]([N:12]2[C:16]3[CH:17]=[CH:18][CH:19]=[CH:20][C:15]=3[N:14]=[N:13]2)=[NH:11])[C:5]2[CH:6]=CC=CC=2N=N1.N1CC[O:24][CH2:23][CH2:22]1. (3) The reactants are: [CH3:1][C:2]1([C:7]2[CH:8]=[C:9]3[C:14](=[CH:15][CH:16]=2)[C:13](O)([CH2:17][C:18]([O:20][CH2:21][CH3:22])=[O:19])[CH2:12][CH2:11][C:10]3([CH3:25])[CH3:24])OCC[O:3]1.CC1C=CC(S(O)(=O)=O)=CC=1.O. Given the product [CH3:24][C:10]1([CH3:25])[C:9]2[C:14](=[CH:15][CH:16]=[C:7]([C:2](=[O:3])[CH3:1])[CH:8]=2)[C:13]([CH2:17][C:18]([O:20][CH2:21][CH3:22])=[O:19])=[CH:12][CH2:11]1, predict the reactants needed to synthesize it. (4) Given the product [ClH:39].[NH2:32][CH:33]1[CH2:38][CH2:37][N:36]([C:16]2[N:17]=[C:12]([NH:11][C:5]3[CH:4]=[C:3]([O:2][CH3:1])[CH:8]=[C:7]([O:9][CH3:10])[CH:6]=3)[C:13]3[C:23](=[O:24])[NH:22][CH:21]=[CH:20][C:14]=3[N:15]=2)[CH2:35][CH2:34]1, predict the reactants needed to synthesize it. The reactants are: [CH3:1][O:2][C:3]1[CH:4]=[C:5]([NH:11][C:12]2[C:13]3[C:23](=[O:24])[NH:22][CH:21]=[CH:20][C:14]=3[N:15]=[C:16](SC)[N:17]=2)[CH:6]=[C:7]([O:9][CH3:10])[CH:8]=1.C([NH:32][CH:33]1[CH2:38][CH2:37][NH:36][CH2:35][CH2:34]1)(OC(C)(C)C)=O.[ClH:39]. (5) Given the product [CH3:15][C:12]([C:16]1[CH:21]=[CH:20][CH:19]=[C:18]([CH3:22])[CH:17]=1)([CH3:11])[CH:13]=[O:14], predict the reactants needed to synthesize it. The reactants are: C(Cl)(=O)C(Cl)=O.CS(C)=O.[CH3:11][C:12]([C:16]1[CH:21]=[CH:20][CH:19]=[C:18]([CH3:22])[CH:17]=1)([CH3:15])[CH2:13][OH:14].C(N(CC)CC)C. (6) Given the product [CH:2]1([CH2:11][C:12]([O:14][CH2:15][CH3:16])=[O:13])[C:10]2[C:5](=[CH:6][CH:7]=[CH:8][CH:9]=2)[CH2:4][CH2:3]1, predict the reactants needed to synthesize it. The reactants are: C[C:2]1([CH2:11][C:12]([O:14][CH2:15][CH3:16])=[O:13])[C:10]2[C:5](=[CH:6][CH:7]=[CH:8][CH:9]=2)[CH2:4][CH2:3]1. (7) Given the product [Cl:1][C:2]1[CH:3]=[CH:4][C:5]2[O:10][CH:9]([C:11]([N:13]3[CH2:14][CH2:15][N:16]([CH2:19][C:20]4[CH:25]=[CH:24][C:23]([F:26])=[CH:22][CH:21]=4)[CH2:17][CH2:18]3)=[O:12])[CH2:8][N:7]([C:28](=[O:30])[CH3:29])[C:6]=2[CH:27]=1, predict the reactants needed to synthesize it. The reactants are: [Cl:1][C:2]1[CH:3]=[CH:4][C:5]2[O:10][CH:9]([C:11]([N:13]3[CH2:18][CH2:17][N:16]([CH2:19][C:20]4[CH:25]=[CH:24][C:23]([F:26])=[CH:22][CH:21]=4)[CH2:15][CH2:14]3)=[O:12])[CH2:8][NH:7][C:6]=2[CH:27]=1.[C:28](Cl)(=[O:30])[CH3:29].C(N(CC)CC)C.